Dataset: Catalyst prediction with 721,799 reactions and 888 catalyst types from USPTO. Task: Predict which catalyst facilitates the given reaction. (1) Reactant: C(N(C(C)C)CC)(C)C.CCCP1(OP(CCC)(=O)OP(CCC)(=O)O1)=O.[Cl:28][C:29]1[CH:34]=[CH:33][C:32]([C:35]2[N:36]=[C:37]3[CH:42]=[CH:41][C:40]([C:43]([O-:45])=O)=[CH:39][N:38]3[C:46]=2[CH2:47][OH:48])=[CH:31][CH:30]=1.[Na+].Cl.[NH:51]1[CH2:54][CH:53]([OH:55])[CH2:52]1. Product: [Cl:28][C:29]1[CH:30]=[CH:31][C:32]([C:35]2[N:36]=[C:37]3[CH:42]=[CH:41][C:40]([C:43]([N:51]4[CH2:54][CH:53]([OH:55])[CH2:52]4)=[O:45])=[CH:39][N:38]3[C:46]=2[CH2:47][OH:48])=[CH:33][CH:34]=1. The catalyst class is: 656. (2) Reactant: C(OC(=O)[NH:10][C:11]([C:13]1[CH:18]=[CH:17][C:16]([CH2:19][NH:20][C:21](=[O:35])[CH:22]([C:26]2[C:31]([F:32])=[CH:30][CH:29]=[C:28]([OH:33])[C:27]=2[F:34])[O:23][CH2:24][CH3:25])=[CH:15][CH:14]=1)=[NH:12])C1C=CC=CC=1.[ClH:37]. Product: [ClH:37].[C:11]([C:13]1[CH:14]=[CH:15][C:16]([CH2:19][NH:20][C:21](=[O:35])[CH:22]([C:26]2[C:31]([F:32])=[CH:30][CH:29]=[C:28]([OH:33])[C:27]=2[F:34])[O:23][CH2:24][CH3:25])=[CH:17][CH:18]=1)(=[NH:10])[NH2:12]. The catalyst class is: 50.